From a dataset of Forward reaction prediction with 1.9M reactions from USPTO patents (1976-2016). Predict the product of the given reaction. (1) The product is: [C:21]([C:3]1[CH:4]=[C:5]([CH:19]=[CH:20][C:2]=1[B:26]1[O:27][C:28]([CH3:30])([CH3:29])[C:24]([CH3:40])([CH3:23])[O:25]1)[C:6]([NH:8][C:9]1[CH:14]=[C:13]([C:15]([F:18])([F:17])[F:16])[CH:12]=[CH:11][N:10]=1)=[O:7])#[N:22]. Given the reactants Br[C:2]1[CH:20]=[CH:19][C:5]([C:6]([NH:8][C:9]2[CH:14]=[C:13]([C:15]([F:18])([F:17])[F:16])[CH:12]=[CH:11][N:10]=2)=[O:7])=[CH:4][C:3]=1[C:21]#[N:22].[CH3:23][C:24]1([CH3:40])[C:28]([CH3:30])([CH3:29])[O:27][B:26]([B:26]2[O:27][C:28]([CH3:30])([CH3:29])[C:24]([CH3:40])([CH3:23])[O:25]2)[O:25]1.C([O-])(=O)C.[K+], predict the reaction product. (2) The product is: [Br:1][C:2]1[CH:3]=[N:4][CH:5]=[C:6]([CH:11]=1)[C:7]([NH:13][NH2:14])=[O:8]. Given the reactants [Br:1][C:2]1[CH:3]=[N:4][CH:5]=[C:6]([CH:11]=1)[C:7](OC)=[O:8].O.[NH2:13][NH2:14], predict the reaction product. (3) Given the reactants O1CCCC1.B.[O:7]=[C:8]([CH3:17])[CH2:9][CH2:10][CH2:11][CH2:12][C:13]([O:15][CH3:16])=[O:14], predict the reaction product. The product is: [OH:7][C@H:8]([CH3:17])[CH2:9][CH2:10][CH2:11][CH2:12][C:13]([O:15][CH3:16])=[O:14].